From a dataset of Reaction yield outcomes from USPTO patents with 853,638 reactions. Predict the reaction yield, written as a fraction of the theoretical maximum amount of product (1.0 means a 100% yield; for example, 0.34 means a 34% yield). (1) The yield is 0.570. The product is [Cl:8][C:6]1[C:5]([C:9]([F:12])([F:11])[F:10])=[CH:4][N:3]=[C:2]([NH:25][C@H:26]2[CH2:31][CH2:30][CH2:29][N:28]([C:32]([O:34][C:35]([CH3:38])([CH3:37])[CH3:36])=[O:33])[CH2:27]2)[N:7]=1. The catalyst is ClC(Cl)C.CCOC(C)=O.CCCCCC.[Cl-].[Zn+2].[Cl-]. The reactants are Cl[C:2]1[N:7]=[C:6]([Cl:8])[C:5]([C:9]([F:12])([F:11])[F:10])=[CH:4][N:3]=1.C(O)(C)(C)C.C(N(CC)CC)C.[NH2:25][C@H:26]1[CH2:31][CH2:30][CH2:29][N:28]([C:32]([O:34][C:35]([CH3:38])([CH3:37])[CH3:36])=[O:33])[CH2:27]1. (2) The reactants are [Si:1]([O:8][C@:9]12[C:16](=[O:17])[O:15][C@H:13]([CH2:14]1)[C@H:12]([O:18][Si:19]([C:22]([CH3:25])([CH3:24])[CH3:23])([CH3:21])[CH3:20])[C@H:11]([OH:26])[CH2:10]2)([C:4]([CH3:7])([CH3:6])[CH3:5])([CH3:3])[CH3:2].[Cr](O[Cr]([O-])(=O)=O)([O-])(=O)=O.[NH+]1C=CC=CC=1.[NH+]1C=CC=CC=1. The catalyst is C(Cl)Cl.CCCCCC. The product is [Si:1]([O:8][C@@:9]12[C:16](=[O:17])[O:15][C@H:13]([CH2:14]1)[C@H:12]([O:18][Si:19]([C:22]([CH3:25])([CH3:24])[CH3:23])([CH3:20])[CH3:21])[C:11](=[O:26])[CH2:10]2)([C:4]([CH3:7])([CH3:6])[CH3:5])([CH3:3])[CH3:2]. The yield is 0.950. (3) The reactants are [CH3:1][C:2](O)([CH3:11])[CH2:3][C:4]1[CH:9]=[CH:8][C:7]([CH3:10])=[CH:6][CH:5]=1.[C:13](#[N:15])[CH3:14].S(=O)(=O)(O)[OH:17].[OH-].[Na+]. The catalyst is C(O)(=O)C.O. The product is [CH3:1][C:2]([NH:15][C:13](=[O:17])[CH3:14])([CH3:11])[CH2:3][C:4]1[CH:9]=[CH:8][C:7]([CH3:10])=[CH:6][CH:5]=1. The yield is 0.850. (4) The reactants are [C:1]([O:5][C:6](=[O:9])[NH:7][OH:8])([CH3:4])([CH3:3])[CH3:2].[CH:10]1[CH2:15][CH2:14][CH:13]=[CH:12][CH:11]=1. The catalyst is CO.C(Cl)Cl. The product is [CH:12]12[CH2:13][CH2:14][CH:15]([CH:10]=[CH:11]1)[O:8][N:7]2[C:6]([O:5][C:1]([CH3:4])([CH3:3])[CH3:2])=[O:9]. The yield is 0.920. (5) The reactants are C(N(CC)CC)C.[N:8]1([C:14]([O:16][C:17]([CH3:20])([CH3:19])[CH3:18])=[O:15])[CH2:13][CH2:12][NH:11][CH2:10][CH2:9]1.Cl[C:22]1[C:23]2[C@H:30]([CH3:31])[CH2:29][CH2:28][C:24]=2[N:25]=[CH:26][N:27]=1.C(OCC)(=O)C. The catalyst is CCCCO. The product is [CH3:31][C@H:30]1[C:23]2[C:22]([N:11]3[CH2:12][CH2:13][N:8]([C:14]([O:16][C:17]([CH3:20])([CH3:19])[CH3:18])=[O:15])[CH2:9][CH2:10]3)=[N:27][CH:26]=[N:25][C:24]=2[CH2:28][CH2:29]1. The yield is 0.741. (6) The catalyst is O1CCOCC1. The reactants are Br[C:2]1[CH:3]=[C:4]2[C:8](=[CH:9][CH:10]=1)[NH:7][C:6]([C:11]1[C:16]([F:17])=[CH:15][CH:14]=[CH:13][C:12]=1[Cl:18])=[CH:5]2.[B:19]1([B:19]2[O:23][C:22]([CH3:25])([CH3:24])[C:21]([CH3:27])([CH3:26])[O:20]2)[O:23][C:22]([CH3:25])([CH3:24])[C:21]([CH3:27])([CH3:26])[O:20]1.C([O-])(=O)C.[K+]. The product is [Cl:18][C:12]1[CH:13]=[CH:14][CH:15]=[C:16]([F:17])[C:11]=1[C:6]1[NH:7][C:8]2[C:4]([CH:5]=1)=[CH:3][C:2]([B:19]1[O:23][C:22]([CH3:25])([CH3:24])[C:21]([CH3:27])([CH3:26])[O:20]1)=[CH:10][CH:9]=2. The yield is 0.690. (7) The yield is 0.250. The reactants are [CH2:1]([N:3]([CH2:59][CH3:60])[C:4]1[CH:5]=[CH:6][C:7]([NH:30][C:31](=[O:58])[C:32]2[CH:37]=[CH:36][CH:35]=[C:34]([CH2:38][O:39][CH2:40][CH2:41][O:42][CH2:43][CH2:44][O:45][CH2:46][CH2:47][O:48][CH2:49][CH2:50][O:51][CH2:52][CH2:53][O:54][CH2:55][CH2:56][OH:57])[CH:33]=2)=[C:8]([C:10]2[CH:11]=[C:12]([CH:27]=[CH:28][N:29]=2)[C:13]([NH:15][CH2:16][C:17]2[CH:22]=[CH:21][CH:20]=[C:19]([C:23]([F:26])([F:25])[F:24])[CH:18]=2)=[O:14])[CH:9]=1)[CH3:2].C(N(C(C)C)CC)(C)C.C1C([N+]([O-])=O)=CC=C([Cl-][C:80]([O-])=[O:81])C=1.[O:83]1[CH2:88][CH2:87][N:86]([CH2:89][CH2:90][NH2:91])[CH2:85][CH2:84]1. The catalyst is C(Cl)Cl. The product is [O:83]1[CH2:88][CH2:87][N:86]([CH2:89][CH2:90][NH:91][C:80](=[O:81])[O:57][CH2:56][CH2:55][O:54][CH2:53][CH2:52][O:51][CH2:50][CH2:49][O:48][CH2:47][CH2:46][O:45][CH2:44][CH2:43][O:42][CH2:41][CH2:40][O:39][CH2:38][C:34]2[CH:35]=[CH:36][CH:37]=[C:32]([C:31](=[O:58])[NH:30][C:7]3[CH:6]=[CH:5][C:4]([N:3]([CH2:1][CH3:2])[CH2:59][CH3:60])=[CH:9][C:8]=3[C:10]3[CH:11]=[C:12]([C:13](=[O:14])[NH:15][CH2:16][C:17]4[CH:22]=[CH:21][CH:20]=[C:19]([C:23]([F:26])([F:25])[F:24])[CH:18]=4)[CH:27]=[CH:28][N:29]=3)[CH:33]=2)[CH2:85][CH2:84]1.